Dataset: Full USPTO retrosynthesis dataset with 1.9M reactions from patents (1976-2016). Task: Predict the reactants needed to synthesize the given product. (1) The reactants are: [Cl:1][C:2]1[CH:3]=[C:4]([N:10]2[C:14]([CH3:15])=[C:13]([CH2:16][C:17]3[CH:18]=[CH:19][C:20]([C:23](O)=[O:24])=[N:21][CH:22]=3)[C:12]([CH3:26])=[N:11]2)[CH:5]=[CH:6][C:7]=1[C:8]#[N:9].Cl.CN(C)CCCN=C=NCC.ON1C2C=CC=CC=2N=N1.[C:49]([NH2:53])([CH3:52])([CH3:51])[CH3:50].S([O-])(O)(=O)=O.[Na+]. Given the product [C:49]([NH:53][C:23]([C:20]1[CH:19]=[CH:18][C:17]([CH2:16][C:13]2[C:12]([CH3:26])=[N:11][N:10]([C:4]3[CH:5]=[CH:6][C:7]([C:8]#[N:9])=[C:2]([Cl:1])[CH:3]=3)[C:14]=2[CH3:15])=[CH:22][N:21]=1)=[O:24])([CH3:52])([CH3:51])[CH3:50], predict the reactants needed to synthesize it. (2) Given the product [CH2:1]([NH:4][C:18](=[O:19])[O:20][CH2:21][C:22]1[CH:27]=[CH:26][CH:25]=[CH:24][CH:23]=1)[CH:2]=[CH2:3], predict the reactants needed to synthesize it. The reactants are: [CH2:1]([NH2:4])[CH:2]=[CH2:3].C([O-])([O-])=O.[K+].[K+].CCOC(C)=O.Cl[C:18]([O:20][CH2:21][C:22]1[CH:27]=[CH:26][CH:25]=[CH:24][CH:23]=1)=[O:19]. (3) Given the product [F:31][C:32]1[N:43]=[CH:42][CH:41]=[CH:40][C:33]=1[C:34]([C:7]1[N:8]=[C:9]([N:17]2[CH2:23][CH2:22][CH2:21][N:20]([C:24]([O:26][C:27]([CH3:29])([CH3:28])[CH3:30])=[O:25])[CH2:19][CH2:18]2)[C:10]2[C:15]([CH:16]=1)=[CH:14][CH:13]=[CH:12][CH:11]=2)=[O:35], predict the reactants needed to synthesize it. The reactants are: C([Li])CCC.Br[C:7]1[N:8]=[C:9]([N:17]2[CH2:23][CH2:22][CH2:21][N:20]([C:24]([O:26][C:27]([CH3:30])([CH3:29])[CH3:28])=[O:25])[CH2:19][CH2:18]2)[C:10]2[C:15]([CH:16]=1)=[CH:14][CH:13]=[CH:12][CH:11]=2.[F:31][C:32]1[N:43]=[CH:42][CH:41]=[CH:40][C:33]=1[C:34](N(OC)C)=[O:35]. (4) The reactants are: [NH2:1][C:2]1[N:7]=[C:6](Cl)[C:5]([C:9]#[N:10])=[C:4]([C:11]2[CH:16]=[CH:15][CH:14]=[CH:13][CH:12]=2)[N:3]=1.[C:17]1([C:23]#[CH:24])[CH:22]=[CH:21][CH:20]=[CH:19][CH:18]=1.C(N(CC)CC)C. Given the product [NH2:1][C:2]1[N:3]=[C:4]([C:11]2[CH:16]=[CH:15][CH:14]=[CH:13][CH:12]=2)[C:5]([C:9]#[N:10])=[C:6]([C:24]#[C:23][C:17]2[CH:22]=[CH:21][CH:20]=[CH:19][CH:18]=2)[N:7]=1, predict the reactants needed to synthesize it. (5) Given the product [ClH:16].[Br:15][C:13]1[C:12]([Cl:16])=[CH:11][C:7]([C:8]([OH:10])=[O:9])=[C:6]([NH:5][NH2:1])[CH:14]=1, predict the reactants needed to synthesize it. The reactants are: [N:1]([O-])=O.[Na+].[NH2:5][C:6]1[CH:14]=[C:13]([Br:15])[C:12]([Cl:16])=[CH:11][C:7]=1[C:8]([OH:10])=[O:9].O.[Sn](Cl)Cl. (6) Given the product [CH3:1][C:2]([CH3:29])([CH3:28])[CH2:3][N:4]1[C:12]2[C:7](=[N:8][C:9]([CH:13]3[CH2:14][CH2:15][CH2:16][N:17]([C:19]([O:21][C:22]([CH3:24])([CH3:23])[CH3:25])=[O:20])[CH2:18]3)=[CH:10][CH:11]=2)[N:6]([CH3:26])[C:5]1=[O:27], predict the reactants needed to synthesize it. The reactants are: [CH3:1][C:2]([CH3:29])([CH3:28])[CH2:3][N:4]1[C:12]2[C:7](=[N:8][C:9]([C:13]3[CH2:18][N:17]([C:19]([O:21][C:22]([CH3:25])([CH3:24])[CH3:23])=[O:20])[CH2:16][CH2:15][CH:14]=3)=[CH:10][CH:11]=2)[N:6]([CH3:26])[C:5]1=[O:27].[H][H].